This data is from Full USPTO retrosynthesis dataset with 1.9M reactions from patents (1976-2016). The task is: Predict the reactants needed to synthesize the given product. (1) The reactants are: [Al].C(O[CH:5]([O:9][CH2:10][CH3:11])[O:6][CH2:7][CH3:8])C.Br[CH2:13][C:14]#[CH:15]. Given the product [CH2:10]([O:9][CH:5]([O:6][CH2:7][CH3:8])[CH2:15][C:14]#[CH:13])[CH3:11], predict the reactants needed to synthesize it. (2) Given the product [Cl:17][C:14]1[N:15]=[CH:16][C:11]([C:9]2[CH:8]=[C:7]3[C:3]([CH:4]=[N:5][NH:6]3)=[C:2]([NH:1][C:44]([C:42]3[N:43]=[C:39]([CH3:38])[S:40][CH:41]=3)=[O:45])[CH:10]=2)=[CH:12][C:13]=1[NH:18][S:19]([CH3:22])(=[O:20])=[O:21], predict the reactants needed to synthesize it. The reactants are: [NH2:1][C:2]1[CH:10]=[C:9]([C:11]2[CH:12]=[C:13]([NH:18][S:19]([CH3:22])(=[O:21])=[O:20])[C:14]([Cl:17])=[N:15][CH:16]=2)[CH:8]=[C:7]2[C:3]=1[CH:4]=[N:5][N:6]2S(C1C=CC=CC=1)(=O)=O.N1C=CC=CC=1.[CH3:38][C:39]1[S:40][CH:41]=[C:42]([C:44](Cl)=[O:45])[N:43]=1. (3) The reactants are: [CH2:1]1[C:9]2[C:4](=[CH:5][CH:6]=[CH:7][CH:8]=2)[CH2:3][CH:2]1[N:10]1[C:14]([C:15]2[CH:20]=[CH:19][CH:18]=[CH:17][CH:16]=2)=[C:13]([C:21](O)=[O:22])[N:12]=[CH:11]1.[CH2:24]([CH:31]1[NH:36][CH2:35][CH2:34][N:33](C(OC(C)(C)C)=O)[CH2:32]1)[C:25]1[CH:30]=[CH:29][CH:28]=[CH:27][CH:26]=1.CCN=C=NCCCN(C)C.[ClH:55].C1C=CC2N(O)N=NC=2C=1. Given the product [ClH:55].[CH2:24]([C@@H:31]1[CH2:32][NH:33][CH2:34][CH2:35][N:36]1[C:21]([C:13]1[N:12]=[CH:11][N:10]([CH:2]2[CH2:1][C:9]3[C:4](=[CH:5][CH:6]=[CH:7][CH:8]=3)[CH2:3]2)[C:14]=1[C:15]1[CH:16]=[CH:17][CH:18]=[CH:19][CH:20]=1)=[O:22])[C:25]1[CH:30]=[CH:29][CH:28]=[CH:27][CH:26]=1, predict the reactants needed to synthesize it. (4) Given the product [CH:42]1([C:40]([NH:39][C:37]2[N:38]=[C:33]3[CH:32]=[CH:31][C:30]([O:29][C:28]4[CH:27]=[C:26]([NH:25][C:11]([C:4]5[C:5]([C:7]([F:10])([F:9])[F:8])=[CH:6][N:2]([CH3:1])[N:3]=5)=[O:13])[CH:47]=[CH:46][CH:45]=4)=[CH:35][N:34]3[N:36]=2)=[O:41])[CH2:43][CH2:44]1, predict the reactants needed to synthesize it. The reactants are: [CH3:1][N:2]1[CH:6]=[C:5]([C:7]([F:10])([F:9])[F:8])[C:4]([C:11]([OH:13])=O)=[N:3]1.O1CCCC1.C(Cl)(=O)C(Cl)=O.[NH2:25][C:26]1[CH:27]=[C:28]([CH:45]=[CH:46][CH:47]=1)[O:29][C:30]1[CH:31]=[CH:32][C:33]2[N:34]([N:36]=[C:37]([NH:39][C:40]([CH:42]3[CH2:44][CH2:43]3)=[O:41])[N:38]=2)[CH:35]=1. (5) Given the product [Cl:7][CH2:8][CH2:9][CH2:10][C:11]([O:6][C:1]1([CH2:15][CH3:16])[CH2:5][CH2:4][CH2:3][CH2:2]1)=[O:12], predict the reactants needed to synthesize it. The reactants are: [CH:1]1([OH:6])[CH2:5][CH2:4][CH2:3][CH2:2]1.[Cl:7][CH2:8][CH2:9][CH2:10][C:11](Cl)=[O:12].O1CC[CH2:16][CH2:15]1.N1C=CC=CC=1.